This data is from Reaction yield outcomes from USPTO patents with 853,638 reactions. The task is: Predict the reaction yield, written as a fraction of the theoretical maximum amount of product (1.0 means a 100% yield; for example, 0.34 means a 34% yield). (1) The reactants are [NH2:1][C:2]1[C:7]([CH:8]=O)=[CH:6][CH:5]=[C:4]([CH2:10][OH:11])[N:3]=1.[N+](=[C:14](P(=O)(OC)OC)C(=O)C)=[N-].C(=O)([O-])[O-].[K+].[K+].[Cl-].[NH4+].[Cl-].[Na+]. The catalyst is CO. The product is [NH2:1][C:2]1[N:3]=[C:4]([CH2:10][OH:11])[CH:5]=[CH:6][C:7]=1[C:8]#[CH:14]. The yield is 0.470. (2) The reactants are Cl[C:2]1[N:7]=[C:6]([NH:8][CH2:9][C:10]2[CH:15]=[CH:14][C:13]([F:16])=[CH:12][CH:11]=2)[CH:5]=[N:4][CH:3]=1.[CH3:17][C:18]1[NH:19][CH:20]=[CH:21][N:22]=1. No catalyst specified. The product is [F:16][C:13]1[CH:14]=[CH:15][C:10]([CH2:9][NH:8][C:6]2[CH:5]=[N:4][CH:3]=[C:2]([N:19]3[CH:20]=[CH:21][N:22]=[C:18]3[CH3:17])[N:7]=2)=[CH:11][CH:12]=1. The yield is 0.230. (3) The reactants are [NH2:1][C:2]1[CH:3]=[N:4][CH:5]=[CH:6][CH:7]=1.N1C=CC=CC=1.Cl[C:15]([O:17][C:18]1[CH:23]=[CH:22][CH:21]=[CH:20][CH:19]=1)=[O:16]. The yield is 0.880. The product is [N:4]1[CH:5]=[CH:6][CH:7]=[C:2]([NH:1][C:15](=[O:16])[O:17][C:18]2[CH:23]=[CH:22][CH:21]=[CH:20][CH:19]=2)[CH:3]=1. The catalyst is C1COCC1. (4) The reactants are Cl[CH2:2][C:3]1[S:7][C:6]([C:8]2[NH:9][C:10]3[C:15]([CH:16]=2)=[CH:14][CH:13]=[CH:12][C:11]=3[N:17]([CH3:26])[S:18]([C:21]2[S:22][CH:23]=[CH:24][CH:25]=2)(=[O:20])=[O:19])=[N:5][CH:4]=1.C(N(CC)CC)C.Cl.[CH2:35]1[CH:40]2[CH2:41][NH:42][CH2:43][CH2:44][N:39]2[C:38](=[O:45])[CH2:37][O:36]1.CN(C)C=O. The catalyst is O. The product is [CH3:26][N:17]([C:11]1[CH:12]=[CH:13][CH:14]=[C:15]2[C:10]=1[NH:9][C:8]([C:6]1[S:7][C:3]([CH2:2][N:42]3[CH2:43][CH2:44][N:39]4[CH:40]([CH2:35][O:36][CH2:37][C:38]4=[O:45])[CH2:41]3)=[CH:4][N:5]=1)=[CH:16]2)[S:18]([C:21]1[S:22][CH:23]=[CH:24][CH:25]=1)(=[O:20])=[O:19]. The yield is 0.450. (5) The reactants are Br[C:2](Br)=[CH:3][C:4]1[C:9]([CH3:10])=[CH:8][CH:7]=[CH:6][C:5]=1[NH2:11].[C:13]1(B(O)O)[CH:18]=[CH:17][CH:16]=[CH:15][CH:14]=1.[O-]P([O-])([O-])=O.[K+].[K+].[K+].O.COC1C=CC=C(OC)C=1C1C=CC=CC=1P(C1CCCCC1)C1CCCCC1. The catalyst is C1(C)C=CC=CC=1.CC([O-])=O.CC([O-])=O.[Pd+2]. The product is [CH3:10][C:9]1[CH:8]=[CH:7][CH:6]=[C:5]2[C:4]=1[CH:3]=[C:2]([C:13]1[CH:18]=[CH:17][CH:16]=[CH:15][CH:14]=1)[NH:11]2. The yield is 0.770. (6) The reactants are O[CH2:2][CH2:3][C:4]1[C:12]2[C:7](=[CH:8][CH:9]=[C:10]([CH2:13][N:14]3[CH:18]=[N:17][CH:16]=[N:15]3)[CH:11]=2)[NH:6][C:5]=1C(O)=O.C(=O)=O.C(O)(=O)CCC(O)=O.[N:33]1[C:42]2C(=CC=CC=2)C=C[CH:34]=1. No catalyst specified. The product is [CH3:34][N:33]([CH2:2][CH2:3][C:4]1[C:12]2[CH:11]=[C:10]([CH2:13][N:14]3[N:15]=[CH:16][N:17]=[CH:18]3)[CH:9]=[CH:8][C:7]=2[NH:6][CH:5]=1)[CH3:42]. The yield is 0.860. (7) The reactants are [C:1]([NH:9][C:10]1[S:11][CH2:12][C@@H:13]2[CH2:18][N:17](C(OC(C)(C)C)=O)[CH2:16][C@:14]2([C:26]2[S:27][CH:28]=[CH:29][CH:30]=2)[N:15]=1)(=[O:8])[C:2]1[CH:7]=[CH:6][CH:5]=[CH:4][CH:3]=1.[ClH:31]. The catalyst is O1CCOCC1. The product is [ClH:31].[S:27]1[CH:28]=[CH:29][CH:30]=[C:26]1[C@:14]12[CH2:16][NH:17][CH2:18][C@H:13]1[CH2:12][S:11][C:10]([NH:9][C:1](=[O:8])[C:2]1[CH:3]=[CH:4][CH:5]=[CH:6][CH:7]=1)=[N:15]2. The yield is 0.990. (8) The reactants are [CH3:1][C:2]1[O:3][C:4]([CH3:10])=[C:5]([C:7]([OH:9])=O)[N:6]=1.[NH2:11][C@H:12]([CH3:28])[CH2:13][N:14]1[CH:18]=[CH:17][C:16]([C:19]2[CH:26]=[CH:25][C:22]([C:23]#[N:24])=[C:21]([Cl:27])[CH:20]=2)=[N:15]1. No catalyst specified. The product is [Cl:27][C:21]1[CH:20]=[C:19]([C:16]2[CH:17]=[CH:18][N:14]([CH2:13][C@H:12]([NH:11][C:7]([C:5]3[N:6]=[C:2]([CH3:1])[O:3][C:4]=3[CH3:10])=[O:9])[CH3:28])[N:15]=2)[CH:26]=[CH:25][C:22]=1[C:23]#[N:24]. The yield is 0.547. (9) The reactants are [I:1][C:2]1[C:11]2[C:6](=[CH:7][C:8]([O:14][CH3:15])=[C:9]([O:12][CH3:13])[CH:10]=2)[C:5]([CH2:16][CH2:17][CH3:18])=[N:4][C:3]=1[OH:19].CC(N(C(C)C)CC1C=CC=CC=1)C.C=CC1C=CC=CC=1.C=CC1C=CC(C=C)=CC=1.[C:52]([Si:56](Cl)([CH3:58])[CH3:57])([CH3:55])([CH3:54])[CH3:53]. The catalyst is C(Cl)Cl. The product is [Si:56]([O:19][C:3]1[N:4]=[C:5]([CH2:16][CH2:17][CH3:18])[C:6]2[C:11]([C:2]=1[I:1])=[CH:10][C:9]([O:12][CH3:13])=[C:8]([O:14][CH3:15])[CH:7]=2)([C:52]([CH3:55])([CH3:54])[CH3:53])([CH3:58])[CH3:57]. The yield is 0.830.